From a dataset of Full USPTO retrosynthesis dataset with 1.9M reactions from patents (1976-2016). Predict the reactants needed to synthesize the given product. (1) Given the product [CH2:1]([CH:5]1[O:10][C:9]2([CH2:19][CH2:18][C:17]3[C:12](=[CH:13][CH:14]=[C:15]([C@H:20]4[CH2:29][CH2:28][C@@:22]5([NH:26][C:25](=[O:27])[O:24][CH2:23]5)[CH2:21]4)[CH:16]=3)[CH2:11]2)[CH2:8][CH2:7][CH2:6]1)[CH2:2][CH2:3][CH3:4], predict the reactants needed to synthesize it. The reactants are: [CH2:1]([CH:5]1[O:10][C:9]2([CH2:19][CH2:18][C:17]3[C:12](=[CH:13][CH:14]=[C:15]([C@H:20]4[CH2:29][CH2:28][C@@:22]5([NH:26][C:25](=[O:27])[O:24][CH2:23]5)[CH2:21]4)[CH:16]=3)[CH2:11]2)[CH2:8][CH:7](Cl)[CH2:6]1)[CH2:2][CH2:3][CH3:4].Cl. (2) Given the product [OH:38][C:34]1[CH:33]=[C:32]([NH:31][CH:2]=[C:3]2[C:11]3[C:6](=[CH:7][C:8]([C:12]([C:14]4[CH:15]=[C:16]([NH:20][C:21]([C:23]5[N:24]([CH3:29])[N:25]=[C:26]([CH3:28])[CH:27]=5)=[O:22])[CH:17]=[CH:18][CH:19]=4)=[O:13])=[CH:9][CH:10]=3)[NH:5][C:4]2=[O:30])[CH:37]=[CH:36][CH:35]=1, predict the reactants needed to synthesize it. The reactants are: O[CH:2]=[C:3]1[C:11]2[C:6](=[CH:7][C:8]([C:12]([C:14]3[CH:15]=[C:16]([NH:20][C:21]([C:23]4[N:24]([CH3:29])[N:25]=[C:26]([CH3:28])[CH:27]=4)=[O:22])[CH:17]=[CH:18][CH:19]=3)=[O:13])=[CH:9][CH:10]=2)[NH:5][C:4]1=[O:30].[NH2:31][C:32]1[CH:33]=[C:34]([OH:38])[CH:35]=[CH:36][CH:37]=1. (3) Given the product [C:5]([C:7]1[CH:8]=[C:9]([N:14]2[N:18]=[C:17]([C:19]3[CH:24]=[CH:23][C:22]([CH2:25][CH2:26][C:27]([O:29][C:30]([CH3:32])([CH3:31])[CH3:33])=[O:28])=[CH:21][C:20]=3[CH3:34])[S:16][CH2:15]2)[CH:10]=[CH:11][C:12]=1[O:3][CH2:2][C:1]#[N:4])#[N:6], predict the reactants needed to synthesize it. The reactants are: [C:1](#[N:4])[CH2:2][OH:3].[C:5]([C:7]1[CH:8]=[C:9]([N:14]2[N:18]=[C:17]([C:19]3[CH:24]=[CH:23][C:22]([CH2:25][CH2:26][C:27]([O:29][C:30]([CH3:33])([CH3:32])[CH3:31])=[O:28])=[CH:21][C:20]=3[CH3:34])[S:16][CH2:15]2)[CH:10]=[CH:11][C:12]=1F)#[N:6].[H-].[Na+]. (4) Given the product [CH3:18][O:3][C:1]([C:4]1[N:5]=[CH:6][C:7]([NH:10][C:11](=[O:16])[C:12]([CH3:15])([CH3:14])[CH3:13])=[N:8][CH:9]=1)([O:30][CH3:29])[CH3:2], predict the reactants needed to synthesize it. The reactants are: [C:1]([C:4]1[N:5]=[CH:6][C:7]([NH:10][C:11](=[O:16])[C:12]([CH3:15])([CH3:14])[CH3:13])=[N:8][CH:9]=1)(=[O:3])[CH3:2].O.[C:18]1(C)C=CC(S(O)(=O)=O)=CC=1.[CH:29](OC)(OC)[O:30]C. (5) Given the product [S:1]1[CH:6]=[CH:5][CH:4]=[CH:3][NH:2]1.[CH:7]1[CH:8]=[CH:9][C:10]2[C:16]3([C:17]4[CH:18]=[C:19]([Br:35])[C:20]([OH:34])=[C:21]([Br:33])[C:22]=4[O:23][C:24]4[C:29]([Br:30])=[C:28]([OH:31])[C:27]([Br:32])=[CH:26][C:25]3=4)[O:15][C:13](=[O:14])[C:11]=2[CH:12]=1, predict the reactants needed to synthesize it. The reactants are: [S:1]1[CH:6]=[CH:5][CH:4]=[CH:3][NH:2]1.[CH:7]1[CH:8]=[CH:9][C:10]2[C:16]3([C:25]4[CH:26]=[C:27]([Br:32])[C:28]([OH:31])=[C:29]([Br:30])[C:24]=4[O:23][C:22]4[C:21]([Br:33])=[C:20]([OH:34])[C:19]([Br:35])=[CH:18][C:17]3=4)[O:15][C:13](=[O:14])[C:11]=2[CH:12]=1.CC1C(O)=C(C=O)C(COP(O)(O)=O)=CN=1.O. (6) The reactants are: [F:1][C:2]1[CH:7]=[CH:6][C:5]([CH2:8][CH2:9][C:10]([O:12][CH3:13])=[O:11])=[C:4]([O:14][CH2:15][C@@H:16]2[CH2:18][O:17]2)[CH:3]=1.[Cl:19][C:20]1[CH:33]=[CH:32][C:23]([CH2:24][N:25]2[CH2:30][CH2:29][CH:28]([NH2:31])[CH2:27][CH2:26]2)=[CH:22][CH:21]=1. Given the product [Cl:19][C:20]1[CH:21]=[CH:22][C:23]([CH2:24][N:25]2[CH2:26][CH2:27][CH:28]([NH:31][CH2:18][C@H:16]([OH:17])[CH2:15][O:14][C:4]3[CH:3]=[C:2]([F:1])[CH:7]=[CH:6][C:5]=3[CH2:8][CH2:9][C:10]([O:12][CH3:13])=[O:11])[CH2:29][CH2:30]2)=[CH:32][CH:33]=1, predict the reactants needed to synthesize it. (7) Given the product [NH2:8][C:5]1[C:4]([Cl:9])=[C:3]([N:16]2[CH2:17][CH2:18][CH:13]([C:11]#[N:12])[CH2:14][CH2:15]2)[C:2]([Br:1])=[CH:7][N:6]=1, predict the reactants needed to synthesize it. The reactants are: [Br:1][C:2]1[C:3](Cl)=[C:4]([Cl:9])[C:5]([NH2:8])=[N:6][CH:7]=1.[C:11]([CH:13]1[CH2:18][CH2:17][NH:16][CH2:15][CH2:14]1)#[N:12].